From a dataset of Catalyst prediction with 721,799 reactions and 888 catalyst types from USPTO. Predict which catalyst facilitates the given reaction. (1) Reactant: C1(P(C2C=CC=CC=2)C2C=CC=CC=2)C=CC=CC=1.[CH3:20][N:21]1[C:25]2[CH:26]=[CH:27][C:28]([CH2:30]O)=[CH:29][C:24]=2[N:23]=[N:22]1.[CH3:32][C:33]1[C:37]([C:38]2[CH:45]=[CH:44][C:41]([C:42]#[N:43])=[CH:40][CH:39]=2)=[C:36]([CH3:46])[NH:35][N:34]=1.N(C(OC(C)(C)C)=O)=NC(OC(C)(C)C)=O. Product: [CH3:46][C:36]1[C:37]([C:38]2[CH:45]=[CH:44][C:41]([C:42]#[N:43])=[CH:40][CH:39]=2)=[C:33]([CH3:32])[N:34]([CH2:30][C:28]2[CH:27]=[CH:26][C:25]3[N:21]([CH3:20])[N:22]=[N:23][C:24]=3[CH:29]=2)[N:35]=1. The catalyst class is: 1. (2) Reactant: [CH3:1][N:2]1[CH:6]=[C:5]([C:7]2[CH:8]=[C:9]3[C:15]([C:16]4[N:21]=[C:20]([N:22]5[CH2:27][CH2:26][N:25](C(OC(C)(C)C)=O)[CH2:24][CH2:23]5)[CH:19]=[N:18][CH:17]=4)=[CH:14][NH:13][C:10]3=[N:11][CH:12]=2)[CH:4]=[N:3]1.Cl. Product: [CH3:1][N:2]1[CH:6]=[C:5]([C:7]2[CH:8]=[C:9]3[C:15]([C:16]4[CH:17]=[N:18][CH:19]=[C:20]([N:22]5[CH2:27][CH2:26][NH:25][CH2:24][CH2:23]5)[N:21]=4)=[CH:14][NH:13][C:10]3=[N:11][CH:12]=2)[CH:4]=[N:3]1. The catalyst class is: 12. (3) Reactant: CC1C=CC(S(O[CH2:12][CH:13]2[CH2:22][CH2:21][C:20]3[C:15](=[CH:16][CH:17]=[CH:18][CH:19]=3)[O:14]2)(=O)=O)=CC=1.[NH:23]1[CH2:28][CH:27]=[C:26]([C:29]2[C:37]3[C:32](=[CH:33][CH:34]=[CH:35][CH:36]=3)[NH:31][CH:30]=2)[CH2:25][CH2:24]1.C(N(CC)CC)C. Product: [O:14]1[C:15]2[C:20](=[CH:19][CH:18]=[CH:17][CH:16]=2)[CH2:21][CH2:22][CH:13]1[CH2:12][N:23]1[CH2:24][CH:25]=[C:26]([C:29]2[C:37]3[C:32](=[CH:33][CH:34]=[CH:35][CH:36]=3)[NH:31][CH:30]=2)[CH2:27][CH2:28]1. The catalyst class is: 148. (4) Reactant: [CH:1](=O)[C:2]1[CH:7]=[CH:6][CH:5]=[N:4][CH:3]=1.[CH3:9][N:10]1[CH2:15][CH2:14][NH:13][CH2:12][CH2:11]1.[Al]([C:21]#[N:22])(CC)CC.C1(C)C=CC=CC=1. Product: [CH3:9][N:10]1[CH2:15][CH2:14][N:13]([CH:1]([C:2]2[CH:3]=[N:4][CH:5]=[CH:6][CH:7]=2)[C:21]#[N:22])[CH2:12][CH2:11]1. The catalyst class is: 701.